Regression. Given a peptide amino acid sequence and an MHC pseudo amino acid sequence, predict their binding affinity value. This is MHC class I binding data. From a dataset of Peptide-MHC class I binding affinity with 185,985 pairs from IEDB/IMGT. (1) The MHC is HLA-A02:19 with pseudo-sequence HLA-A02:19. The peptide sequence is GLYNRHRGR. The binding affinity (normalized) is 0.0847. (2) The peptide sequence is AIDRQVSVKL. The MHC is HLA-A02:06 with pseudo-sequence HLA-A02:06. The binding affinity (normalized) is 0.0415. (3) The peptide sequence is YLDNVGVHI. The MHC is HLA-B14:02 with pseudo-sequence HLA-B14:02. The binding affinity (normalized) is 0.213. (4) The peptide sequence is RYRMRHLSK. The MHC is HLA-B35:01 with pseudo-sequence HLA-B35:01. The binding affinity (normalized) is 0.0847. (5) The peptide sequence is GFKLRSAVM. The MHC is HLA-B44:02 with pseudo-sequence HLA-B44:02. The binding affinity (normalized) is 0.0847. (6) The peptide sequence is FVAEGDALV. The MHC is HLA-B40:01 with pseudo-sequence HLA-B40:01. The binding affinity (normalized) is 0.0847. (7) The MHC is HLA-A26:02 with pseudo-sequence HLA-A26:02. The peptide sequence is RSLFNTIAVLY. The binding affinity (normalized) is 0.334. (8) The peptide sequence is KVQEWYLSY. The MHC is HLA-A02:06 with pseudo-sequence HLA-A02:06. The binding affinity (normalized) is 0.382. (9) The peptide sequence is NHINVELSC. The MHC is Mamu-A07 with pseudo-sequence Mamu-A07. The binding affinity (normalized) is 0.343. (10) The peptide sequence is VQTLISLNSM. The MHC is HLA-A02:03 with pseudo-sequence HLA-A02:03. The binding affinity (normalized) is 0.199.